From a dataset of Forward reaction prediction with 1.9M reactions from USPTO patents (1976-2016). Predict the product of the given reaction. (1) Given the reactants [C:1]([C:4]1[CH:5]=[C:6]([CH:10]2[O:14]CCO2)[CH:7]=[CH:8][CH:9]=1)([CH3:3])=[CH2:2].[CH2:15]1CCCCC1.CCOC(C)=O, predict the reaction product. The product is: [CH3:15][C:1]1([C:4]2[CH:5]=[C:6]([CH:7]=[CH:8][CH:9]=2)[CH:10]=[O:14])[CH2:2][CH2:3]1. (2) Given the reactants [Cl:1][C:2]1[CH:3]=[C:4]2[C:8](=[CH:9][CH:10]=1)[N:7]([C:11]1[N:15]([CH3:16])[N:14]=[C:13]([CH3:17])[C:12]=1/[CH:18]=[CH:19]/[C:20]([NH:22][S:23]([NH:26][CH2:27][CH2:28]C(OCC)=O)(=[O:25])=[O:24])=[O:21])[CH:6]=[CH:5]2.[CH3:34][Mg]Br.[Cl-].[NH4+].[O:39]1[CH2:43][CH2:42]CC1, predict the reaction product. The product is: [Cl:1][C:2]1[CH:3]=[C:4]2[C:8](=[CH:9][CH:10]=1)[N:7]([C:11]1[N:15]([CH3:16])[N:14]=[C:13]([CH3:17])[C:12]=1/[CH:18]=[CH:19]/[C:20]([NH:22][S:23]([NH:26][CH2:27][CH2:28][C:43]([OH:39])([CH3:42])[CH3:34])(=[O:24])=[O:25])=[O:21])[CH:6]=[CH:5]2. (3) Given the reactants [CH2:1]([O:8][C:9]1[CH:10]=[C:11]2[C:15](=[CH:16][CH:17]=1)[NH:14][CH:13]=[CH:12]2)[C:2]1[CH:7]=[CH:6][CH:5]=[CH:4][CH:3]=1.[H-].[Na+].Br[CH2:21][C:22]([O:24][CH2:25]C)=[O:23].C(=O)([O-])[O-].[Cs+].[Cs+].IC, predict the reaction product. The product is: [CH2:1]([O:8][C:9]1[CH:10]=[C:11]2[C:15](=[CH:16][CH:17]=1)[NH:14][C:13]([CH2:21][C:22]([O:24][CH3:25])=[O:23])=[CH:12]2)[C:2]1[CH:3]=[CH:4][CH:5]=[CH:6][CH:7]=1. (4) Given the reactants [Cl:1][C:2]1[CH:7]=[CH:6][N:5]=[C:4]([C:8](N(OC)C)=[O:9])[CH:3]=1.[CH3:14][Mg+].[Br-], predict the reaction product. The product is: [Cl:1][C:2]1[CH:7]=[CH:6][N:5]=[C:4]([C:8](=[O:9])[CH3:14])[CH:3]=1.